Dataset: Reaction yield outcomes from USPTO patents with 853,638 reactions. Task: Predict the reaction yield, written as a fraction of the theoretical maximum amount of product (1.0 means a 100% yield; for example, 0.34 means a 34% yield). (1) The reactants are [H-].[Na+].[F:3][C:4]1([F:10])[CH2:7][CH:6]([CH:8]=O)[CH2:5]1.[CH2:11]([O:13][CH2:14][CH3:15])[CH3:12].[O:16]1CCCC1. No catalyst specified. The product is [F:3][C:4]1([F:10])[CH2:7][CH:6]([CH:8]=[CH:12][C:11]([O:13][CH2:14][CH3:15])=[O:16])[CH2:5]1. The yield is 0.220. (2) The product is [N:3]1[CH:4]=[CH:5][CH:6]=[CH:7][C:2]=1[S:1][C:9]1[CH:14]=[CH:13][CH:12]=[CH:11][C:10]=1[N+:15]([O-:17])=[O:16].[N:18]1[CH:23]=[CH:22][CH:21]=[CH:20][C:19]=1[S:24][C:25]1[CH:31]=[CH:30][CH:29]=[CH:28][C:26]=1[NH:27][C:36]([NH:37][C:2]1[S:1][CH:5]=[CH:4][N:3]=1)=[O:16]. The yield is 0.600. No catalyst specified. The reactants are [SH:1][C:2]1[CH:7]=[CH:6][CH:5]=[CH:4][N:3]=1.F[C:9]1[CH:14]=[CH:13][CH:12]=[CH:11][C:10]=1[N+:15]([O-:17])=[O:16].[N:18]1[CH:23]=[CH:22][CH:21]=[CH:20][C:19]=1[S:24][C:25]1[CH:31]=[CH:30][CH:29]=[CH:28][C:26]=1[NH2:27].NC1SC=[CH:36][N:37]=1. (3) The reactants are [S:1]1[CH:5]=[CH:4][CH:3]=[C:2]1[CH2:6][NH:7][C:8]([C:10]1[N:11]=[C:12]2[C:17]([C:18]([F:21])([F:20])[F:19])=[CH:16][C:15](Br)=[CH:14][N:13]2[C:23]=1[Cl:24])=[O:9].[CH3:25][N:26]([CH2:28][C:29]1[CH:30]=[C:31](B2OC(C)(C)C(C)(C)O2)[CH:32]=[CH:33][CH:34]=1)[CH3:27].[O-]P([O-])([O-])=O.[K+].[K+].[K+]. The catalyst is CCOC(C)=O.C1C=CC([P]([Pd]([P](C2C=CC=CC=2)(C2C=CC=CC=2)C2C=CC=CC=2)([P](C2C=CC=CC=2)(C2C=CC=CC=2)C2C=CC=CC=2)[P](C2C=CC=CC=2)(C2C=CC=CC=2)C2C=CC=CC=2)(C2C=CC=CC=2)C2C=CC=CC=2)=CC=1. The product is [S:1]1[CH:5]=[CH:4][CH:3]=[C:2]1[CH2:6][NH:7][C:8]([C:10]1[N:11]=[C:12]2[C:17]([C:18]([F:21])([F:20])[F:19])=[CH:16][C:15]([C:33]3[CH:32]=[CH:31][CH:30]=[C:29]([CH2:28][N:26]([CH3:27])[CH3:25])[CH:34]=3)=[CH:14][N:13]2[C:23]=1[Cl:24])=[O:9]. The yield is 0.450.